Task: Predict the reactants needed to synthesize the given product.. Dataset: Full USPTO retrosynthesis dataset with 1.9M reactions from patents (1976-2016) (1) Given the product [CH3:1][O:2][C:3]1[CH:8]=[C:7]([NH:9][C:22](=[O:27])[C:23]([CH3:26])([CH3:25])[CH3:24])[CH:6]=[CH:5][C:4]=1[O:12][CH2:13][O:14][CH3:15], predict the reactants needed to synthesize it. The reactants are: [CH3:1][O:2][C:3]1[CH:8]=[C:7]([N+:9]([O-])=O)[CH:6]=[CH:5][C:4]=1[O:12][CH2:13][O:14][CH3:15].N1C=CC=CC=1.[C:22](Cl)(=[O:27])[C:23]([CH3:26])([CH3:25])[CH3:24].C(=O)([O-])O.[Na+]. (2) Given the product [F:23][C:19]1[CH:18]=[C:17]([CH:22]=[CH:21][CH:20]=1)[CH2:16][N:14]1[CH:15]=[C:11]([C:10]2[C:4]3[C:5](=[N:6][CH:7]=[C:2]([C:39]4[CH:40]=[CH:41][C:36]([O:35][CH3:34])=[C:37]([NH:51][S:52]([CH3:55])(=[O:53])=[O:54])[CH:38]=4)[CH:3]=3)[N:8]([S:24]([C:27]3[CH:33]=[CH:32][C:30]([CH3:31])=[CH:29][CH:28]=3)(=[O:26])=[O:25])[CH:9]=2)[CH:12]=[N:13]1, predict the reactants needed to synthesize it. The reactants are: Br[C:2]1[CH:3]=[C:4]2[C:10]([C:11]3[CH:12]=[N:13][N:14]([CH2:16][C:17]4[CH:22]=[CH:21][CH:20]=[C:19]([F:23])[CH:18]=4)[CH:15]=3)=[CH:9][N:8]([S:24]([C:27]3[CH:33]=[CH:32][C:30]([CH3:31])=[CH:29][CH:28]=3)(=[O:26])=[O:25])[C:5]2=[N:6][CH:7]=1.[CH3:34][O:35][C:36]1[CH:41]=[C:40](B2OC(C)(C)C(C)(C)O2)[CH:39]=[CH:38][C:37]=1[NH:51][S:52]([CH3:55])(=[O:54])=[O:53].C(=O)([O-])[O-].[K+].[K+]. (3) Given the product [Cl:1][C:2]1[C:10]([C:11]([C:14]#[N:15])([CH3:13])[CH3:12])=[CH:9][CH:8]=[CH:7][C:3]=1[C:4]([Cl:19])=[O:5], predict the reactants needed to synthesize it. The reactants are: [Cl:1][C:2]1[C:10]([C:11]([C:14]#[N:15])([CH3:13])[CH3:12])=[CH:9][CH:8]=[CH:7][C:3]=1[C:4](O)=[O:5].C(Cl)(=O)C([Cl:19])=O.CN(C)C=O.